This data is from Reaction yield outcomes from USPTO patents with 853,638 reactions. The task is: Predict the reaction yield, written as a fraction of the theoretical maximum amount of product (1.0 means a 100% yield; for example, 0.34 means a 34% yield). (1) The reactants are O=P12OP3(OP(OP(O3)(O1)=O)(=O)O2)=O.OS(O)(=O)=O.[Cl:20][C:21]1[CH:26]=[CH:25][C:24]([C:27]([CH3:42])([CH3:41])[C:28]([CH:30]([C:36]([O:38][CH2:39][CH3:40])=[O:37])[C:31](OCC)=[O:32])=[O:29])=[CH:23][C:22]=1[F:43]. No catalyst specified. The product is [Cl:20][C:21]1[CH:26]=[C:25]2[C:24](=[CH:23][C:22]=1[F:43])[C:27]([CH3:41])([CH3:42])[C:28](=[O:29])[C:30]([C:36]([O:38][CH2:39][CH3:40])=[O:37])=[C:31]2[OH:32]. The yield is 0.526. (2) The reactants are [C:1]1([C:7](=[CH2:21])[C:8]([C:10]2[CH:20]=[CH:19][C:13]3[O:14][CH2:15][C:16](=[O:18])[NH:17][C:12]=3[CH:11]=2)=O)[CH:6]=[CH:5][CH:4]=[CH:3][CH:2]=1.[NH2:22][NH2:23]. No catalyst specified. The product is [C:1]1([CH:7]2[CH2:21][NH:23][N:22]=[C:8]2[C:10]2[CH:20]=[CH:19][C:13]3[O:14][CH2:15][C:16](=[O:18])[NH:17][C:12]=3[CH:11]=2)[CH:6]=[CH:5][CH:4]=[CH:3][CH:2]=1. The yield is 0.850. (3) The reactants are CN(C(ON1N=NC2C=CC=NC1=2)=[N+](C)C)C.F[P-](F)(F)(F)(F)F.[C:25]([O:29][C:30]([N:32]1[CH2:37][CH2:36][C:35]([C:41]#[N:42])([C:38]([OH:40])=O)[CH2:34][CH2:33]1)=[O:31])([CH3:28])([CH3:27])[CH3:26].CCN(C(C)C)C(C)C.[NH2:52][C:53]1[CH:58]=[CH:57][C:56]([C:59]([F:62])([F:61])[F:60])=[CH:55][N:54]=1. The catalyst is CC(N(C)C)=O.CCOC(C)=O. The product is [C:41]([C:35]1([C:38](=[O:40])[NH:52][C:53]2[CH:58]=[CH:57][C:56]([C:59]([F:61])([F:60])[F:62])=[CH:55][N:54]=2)[CH2:34][CH2:33][N:32]([C:30]([O:29][C:25]([CH3:26])([CH3:27])[CH3:28])=[O:31])[CH2:37][CH2:36]1)#[N:42]. The yield is 0.707. (4) The reactants are C(OC([N:8]1[C:12]2[N:13]=[C:14]([C:18]3[CH:23]=[CH:22][CH:21]=[CH:20][CH:19]=3)[N:15]=[C:16](Cl)[C:11]=2[CH:10]=[C:9]1[CH2:24][O:25][C:26]1[CH:31]=[CH:30][CH:29]=[CH:28][CH:27]=1)=O)(C)(C)C.[C:32]([NH:35][CH2:36][CH2:37][NH2:38])(=[O:34])[CH3:33]. The catalyst is CS(C)=O. The product is [O:25]([CH2:24][C:9]1[NH:8][C:12]2[N:13]=[C:14]([C:18]3[CH:19]=[CH:20][CH:21]=[CH:22][CH:23]=3)[N:15]=[C:16]([NH:38][CH2:37][CH2:36][NH:35][C:32](=[O:34])[CH3:33])[C:11]=2[CH:10]=1)[C:26]1[CH:31]=[CH:30][CH:29]=[CH:28][CH:27]=1. The yield is 0.930. (5) The reactants are C([O:5][C:6]([CH:8]1[CH:12]([C:13]2[CH:18]=[CH:17][CH:16]=[C:15]([Cl:19])[C:14]=2[F:20])[C:11]([C:23]2[CH:28]=[CH:27][C:26]([Cl:29])=[CH:25][C:24]=2[F:30])([C:21]#[N:22])[CH:10]([CH2:31][C:32]2([CH3:36])[CH2:35][O:34][CH2:33]2)[NH:9]1)=[O:7])(C)(C)C.[F:37][C:38]([F:43])([F:42])[C:39]([OH:41])=[O:40]. The catalyst is ClCCl. The product is [F:37][C:38]([F:43])([F:42])[C:39]([OH:41])=[O:40].[Cl:19][C:15]1[C:14]([F:20])=[C:13]([CH:12]2[C:11]([C:23]3[CH:28]=[CH:27][C:26]([Cl:29])=[CH:25][C:24]=3[F:30])([C:21]#[N:22])[CH:10]([CH2:31][C:32]3([CH3:36])[CH2:33][O:34][CH2:35]3)[NH:9][CH:8]2[C:6]([OH:7])=[O:5])[CH:18]=[CH:17][CH:16]=1. The yield is 0.910.